This data is from Peptide-MHC class I binding affinity with 185,985 pairs from IEDB/IMGT. The task is: Regression. Given a peptide amino acid sequence and an MHC pseudo amino acid sequence, predict their binding affinity value. This is MHC class I binding data. (1) The peptide sequence is SLYADSPSV. The MHC is HLA-A68:01 with pseudo-sequence HLA-A68:01. The binding affinity (normalized) is 0. (2) The binding affinity (normalized) is 0. The peptide sequence is RIRQGLERA. The MHC is HLA-A33:01 with pseudo-sequence HLA-A33:01. (3) The peptide sequence is AWLLNILTIAV. The MHC is HLA-A02:06 with pseudo-sequence HLA-A02:06. The binding affinity (normalized) is 0.476. (4) The peptide sequence is EVAQRAYR. The MHC is HLA-B57:01 with pseudo-sequence HLA-B57:01. The binding affinity (normalized) is 0.0491. (5) The peptide sequence is YTVRGTGKY. The MHC is HLA-A25:01 with pseudo-sequence HLA-A25:01. The binding affinity (normalized) is 0.797. (6) The peptide sequence is STVKTNLYMK. The MHC is HLA-A03:01 with pseudo-sequence HLA-A03:01. The binding affinity (normalized) is 0.505. (7) The peptide sequence is RRAARAEYL. The MHC is HLA-B57:01 with pseudo-sequence HLA-B57:01. The binding affinity (normalized) is 0.453.